Dataset: Catalyst prediction with 721,799 reactions and 888 catalyst types from USPTO. Task: Predict which catalyst facilitates the given reaction. (1) Reactant: CN(C=O)C.[Cl:6][C:7]1[CH:12]=[C:11]([Cl:13])[CH:10]=[CH:9][C:8]=1[C:14]1[NH:19][C:18](=[O:20])[C:17]([C:21]([O:23][CH3:24])=[O:22])=[CH:16][C:15]=1[C:25]1[CH:30]=[CH:29][C:28]([F:31])=[CH:27][CH:26]=1.C([O-])([O-])=O.[Cs+].[Cs+].[F:38][C:39]1[CH:40]=[C:41]([CH:44]=[CH:45][C:46]=1[F:47])[CH2:42]Br. Product: [Cl:6][C:7]1[CH:12]=[C:11]([Cl:13])[CH:10]=[CH:9][C:8]=1[C:14]1[C:15]([C:25]2[CH:26]=[CH:27][C:28]([F:31])=[CH:29][CH:30]=2)=[CH:16][C:17]([C:21]([O:23][CH3:24])=[O:22])=[C:18]([O:20][CH2:42][C:41]2[CH:44]=[CH:45][C:46]([F:47])=[C:39]([F:38])[CH:40]=2)[N:19]=1. The catalyst class is: 13. (2) Reactant: [C:1]([C:4]1[C:5](=[O:21])[NH:6][C:7]2[C:12]([C:13]=1[C:14]1[CH:19]=[CH:18][CH:17]=[CH:16][CH:15]=1)=[CH:11][C:10]([Cl:20])=[CH:9][CH:8]=2)(=[O:3])[CH3:2].[S:22]1[CH:26]=[CH:25][CH:24]=[C:23]1[CH:27]=O.[OH-].[Na+]. Product: [Cl:20][C:10]1[CH:11]=[C:12]2[C:7](=[CH:8][CH:9]=1)[NH:6][C:5](=[O:21])[C:4]([C:1](=[O:3])[CH:2]=[CH:27][C:23]1[S:22][CH:26]=[CH:25][CH:24]=1)=[C:13]2[C:14]1[CH:15]=[CH:16][CH:17]=[CH:18][CH:19]=1. The catalyst class is: 97. (3) Product: [F:1][C:2]([F:24])([F:25])[C:3]1[CH:23]=[CH:22][C:6]([O:7][C:8]2[CH:21]=[CH:20][C:11]([O:12][CH:13]([CH2:17][CH2:18][CH3:19])[CH2:14][CH2:15][O:16][S:27]([CH3:26])(=[O:29])=[O:28])=[CH:10][CH:9]=2)=[CH:5][CH:4]=1. Reactant: [F:1][C:2]([F:25])([F:24])[C:3]1[CH:23]=[CH:22][C:6]([O:7][C:8]2[CH:21]=[CH:20][C:11]([O:12][CH:13]([CH2:17][CH2:18][CH3:19])[CH2:14][CH2:15][OH:16])=[CH:10][CH:9]=2)=[CH:5][CH:4]=1.[CH3:26][S:27](Cl)(=[O:29])=[O:28].O. The catalyst class is: 2. (4) Reactant: C(Cl)(=O)C(Cl)=O.CS(C)=O.[Cl:11][C:12]1[CH:13]=[C:14]([C:32]2[CH:37]=[CH:36][CH:35]=[C:34]([S:38]([CH3:41])(=[O:40])=[O:39])[CH:33]=2)[CH:15]=[CH:16][C:17]=1[N:18]1[CH:22]=[C:21]([CH2:23][OH:24])[N:20]=[C:19]1[C:25]1[CH:30]=[CH:29][CH:28]=[CH:27][C:26]=1[Cl:31].C(N(CC)CC)C. Product: [Cl:11][C:12]1[CH:13]=[C:14]([C:32]2[CH:37]=[CH:36][CH:35]=[C:34]([S:38]([CH3:41])(=[O:40])=[O:39])[CH:33]=2)[CH:15]=[CH:16][C:17]=1[N:18]1[CH:22]=[C:21]([CH:23]=[O:24])[N:20]=[C:19]1[C:25]1[CH:30]=[CH:29][CH:28]=[CH:27][C:26]=1[Cl:31]. The catalyst class is: 96. (5) Reactant: [CH2:1]([C:4]1[S:30][C:7]2[N:8]=[C:9]([O:25][CH2:26][CH2:27][CH2:28][OH:29])[N:10]=[C:11]([N:12]3[CH2:17][CH2:16][N:15]4[C:18]([C:21]([F:24])([F:23])[F:22])=[N:19][N:20]=[C:14]4[CH2:13]3)[C:6]=2[CH:5]=1)[CH2:2][CH3:3].Cl([O-])=[O:32].[Na+].Cl[O-].[Na+].C(OCC)(=O)C. Product: [CH2:1]([C:4]1[S:30][C:7]2[N:8]=[C:9]([O:25][CH2:26][CH2:27][C:28]([OH:32])=[O:29])[N:10]=[C:11]([N:12]3[CH2:17][CH2:16][N:15]4[C:18]([C:21]([F:22])([F:24])[F:23])=[N:19][N:20]=[C:14]4[CH2:13]3)[C:6]=2[CH:5]=1)[CH2:2][CH3:3]. The catalyst class is: 10. (6) Reactant: [Cl:1][C:2]1[CH:7]=[CH:6][C:5]([C:8]2[C:12](O)([CH3:13])[O:11][C:10](=O)[C:9]=2[C:16]2[CH:21]=[CH:20][CH:19]=[CH:18][N:17]=2)=[CH:4][CH:3]=1.O.[NH2:23][NH2:24]. Product: [Cl:1][C:2]1[CH:7]=[CH:6][C:5]([C:8]2[C:12]([CH3:13])=[N:24][NH:23][C:10](=[O:11])[C:9]=2[C:16]2[CH:21]=[CH:20][CH:19]=[CH:18][N:17]=2)=[CH:4][CH:3]=1. The catalyst class is: 51. (7) Reactant: [CH3:1][N:2]1[CH:6]=[CH:5][N:4]=[C:3]1[C:7]([OH:9])=O.CN(C)C=O.C(Cl)(=O)C(Cl)=O.[NH2:21][C:22]1[CH:23]=[C:24]([CH:41]=[CH:42][CH:43]=1)[O:25][C:26]1[CH:27]=[CH:28][C:29]2[N:30]([CH:32]=[C:33]([NH:35][C:36]([CH:38]3[CH2:40][CH2:39]3)=[O:37])[N:34]=2)[N:31]=1. Product: [CH:38]1([C:36]([NH:35][C:33]2[N:34]=[C:29]3[CH:28]=[CH:27][C:26]([O:25][C:24]4[CH:23]=[C:22]([NH:21][C:7]([C:3]5[N:2]([CH3:1])[CH:6]=[CH:5][N:4]=5)=[O:9])[CH:43]=[CH:42][CH:41]=4)=[N:31][N:30]3[CH:32]=2)=[O:37])[CH2:39][CH2:40]1. The catalyst class is: 722. (8) Reactant: CCN(C(C)C)C(C)C.[Br:10][C:11]1[CH:20]=[C:19]2[C:14]([C:15]([OH:29])=[C:16]([C:24](OCC)=[O:25])[C:17](=[O:23])[C:18]2([CH3:22])[CH3:21])=[CH:13][CH:12]=1.Cl.[C:31]([O:35][C:36](=[O:39])[CH2:37][NH2:38])([CH3:34])([CH3:33])[CH3:32]. Product: [Br:10][C:11]1[CH:20]=[C:19]2[C:14]([C:15]([OH:29])=[C:16]([C:24]([NH:38][CH2:37][C:36]([O:35][C:31]([CH3:34])([CH3:33])[CH3:32])=[O:39])=[O:25])[C:17](=[O:23])[C:18]2([CH3:22])[CH3:21])=[CH:13][CH:12]=1. The catalyst class is: 440. (9) Reactant: [O:1]([C:8]1[N:13]=[N:12][C:11]([CH2:14][CH2:15][C:16]2[CH:29]=[CH:28][C:19]([O:20][CH2:21][CH2:22]OS(C)(=O)=O)=[CH:18][CH:17]=2)=[CH:10][CH:9]=1)[C:2]1[CH:7]=[CH:6][CH:5]=[CH:4][CH:3]=1.C(=O)([O-])[O-].[K+].[K+].[NH:36]1[CH2:40][CH2:39][CH2:38][CH2:37]1. Product: [O:1]([C:8]1[N:13]=[N:12][C:11]([CH2:14][CH2:15][C:16]2[CH:29]=[CH:28][C:19]([O:20][CH2:21][CH2:22][N:36]3[CH2:40][CH2:39][CH2:38][CH2:37]3)=[CH:18][CH:17]=2)=[CH:10][CH:9]=1)[C:2]1[CH:3]=[CH:4][CH:5]=[CH:6][CH:7]=1. The catalyst class is: 95.